Dataset: Orexin1 receptor HTS with 218,158 compounds and 233 confirmed actives. Task: Binary Classification. Given a drug SMILES string, predict its activity (active/inactive) in a high-throughput screening assay against a specified biological target. (1) The compound is o1c(cc(C(=O)Nc2c3c(ccc2)cccc3)c1)C. The result is 0 (inactive). (2) The compound is Clc1n(nc(c1CSc1ccc(cc1)C)c1ccccc1)C. The result is 0 (inactive). (3) The drug is Clc1c(c(NC(=O)c2snnc2C)ccc1)C. The result is 0 (inactive). (4) The molecule is Clc1c(C(=O)CSc2oc(nn2)c2occc2)cccc1. The result is 0 (inactive). (5) The drug is O1C(C(=O)N(c2c1ccc(C(=O)N1CCCCCC1)c2)CC(=O)c1ccc(OC)cc1)(C)C. The result is 0 (inactive).